Dataset: Experimentally validated miRNA-target interactions with 360,000+ pairs, plus equal number of negative samples. Task: Binary Classification. Given a miRNA mature sequence and a target amino acid sequence, predict their likelihood of interaction. (1) The miRNA is hsa-miR-3960 with sequence GGCGGCGGCGGAGGCGGGGG. The protein sequence of the target gene is MQPTATMATAATTTTTTTATVALTTSWDNATGRPTAEPDPILDNYVLLVVVMSLFVGGTLVVLSGVLLLCKRCWDVHQRLNRAMEEAEKTTTTYLDNGTHPAQDPDFRGEDPECQDAETERFLSTSSTGRRVSFNEAALFEQSRKTQDKGRRYTLTEGDFHHLKNARLTHLHLPPLKIVTIHECDSGEASSATTPHPATSPKATLAIFQPPGKALTGRSVGPSSALPGDPYNSAAGATDFAEISPSASSDSGEGTSLDAGTRSTKAGGPGAAAGPGEAGPGSGAGTVLQFLTRLRRHASL.... Result: 1 (interaction). (2) The miRNA is hsa-miR-548d-3p with sequence CAAAAACCACAGUUUCUUUUGC. The protein sequence of the target gene is MSDSDLGEDEGLLSLAGKRKRRGNLPKESVKILRDWLYLHRYNAYPSEQEKLSLSGQTNLSVLQICNWFINARRRLLPDMLRKDGKDPNQFTISRRGGKASDVALPRGSSPSVLAVSVPAPTNVLSLSVCSMPLHSGQGEKPAAPFPRGELESPKPLVTPGSTLTLLTRAEAGSPTGGLFNTPPPTPPEQDKEDFSSFQLLVEVALQRAAEMELQKQQDPSLPLLHTPIPLVSENPQ. Result: 1 (interaction).